Dataset: NCI-60 drug combinations with 297,098 pairs across 59 cell lines. Task: Regression. Given two drug SMILES strings and cell line genomic features, predict the synergy score measuring deviation from expected non-interaction effect. (1) Drug 1: COC1=CC(=CC(=C1O)OC)C2C3C(COC3=O)C(C4=CC5=C(C=C24)OCO5)OC6C(C(C7C(O6)COC(O7)C8=CC=CS8)O)O. Drug 2: CC1=C(C(CCC1)(C)C)C=CC(=CC=CC(=CC(=O)O)C)C. Cell line: OVCAR-8. Synergy scores: CSS=33.2, Synergy_ZIP=-0.535, Synergy_Bliss=-1.00, Synergy_Loewe=-20.9, Synergy_HSA=0.344. (2) Drug 1: CC1C(C(=O)NC(C(=O)N2CCCC2C(=O)N(CC(=O)N(C(C(=O)O1)C(C)C)C)C)C(C)C)NC(=O)C3=C4C(=C(C=C3)C)OC5=C(C(=O)C(=C(C5=N4)C(=O)NC6C(OC(=O)C(N(C(=O)CN(C(=O)C7CCCN7C(=O)C(NC6=O)C(C)C)C)C)C(C)C)C)N)C. Drug 2: CCC1(C2=C(COC1=O)C(=O)N3CC4=CC5=C(C=CC(=C5CN(C)C)O)N=C4C3=C2)O.Cl. Cell line: SW-620. Synergy scores: CSS=40.5, Synergy_ZIP=-0.900, Synergy_Bliss=-0.856, Synergy_Loewe=-3.28, Synergy_HSA=1.67. (3) Drug 1: CC1=C(C=C(C=C1)NC2=NC=CC(=N2)N(C)C3=CC4=NN(C(=C4C=C3)C)C)S(=O)(=O)N.Cl. Drug 2: CS(=O)(=O)C1=CC(=C(C=C1)C(=O)NC2=CC(=C(C=C2)Cl)C3=CC=CC=N3)Cl. Cell line: HS 578T. Synergy scores: CSS=3.86, Synergy_ZIP=6.90, Synergy_Bliss=8.91, Synergy_Loewe=1.77, Synergy_HSA=1.65.